From a dataset of Peptide-MHC class I binding affinity with 185,985 pairs from IEDB/IMGT. Regression. Given a peptide amino acid sequence and an MHC pseudo amino acid sequence, predict their binding affinity value. This is MHC class I binding data. The binding affinity (normalized) is 0. The peptide sequence is QTGGFFRPWS. The MHC is Mamu-B08 with pseudo-sequence Mamu-B08.